The task is: Predict which catalyst facilitates the given reaction.. This data is from Catalyst prediction with 721,799 reactions and 888 catalyst types from USPTO. (1) Reactant: Cl[C:2]1[N:7]=[CH:6][C:5]([S:8]([NH:11][C@@H:12]([C:14]2[N:18]([CH2:19][CH3:20])[C:17]3[CH:21]=[C:22]([C:25]([F:28])([F:27])[F:26])[CH:23]=[CH:24][C:16]=3[N:15]=2)[CH3:13])(=[O:10])=[O:9])=[CH:4][CH:3]=1.CN(C=O)C.C[Si]([C:38]#[CH:39])(C)C. Product: [CH2:19]([N:18]1[C:17]2[CH:21]=[C:22]([C:25]([F:28])([F:27])[F:26])[CH:23]=[CH:24][C:16]=2[N:15]=[C:14]1[C@H:12]([NH:11][S:8]([C:5]1[CH:6]=[N:7][C:2]([C:38]#[CH:39])=[CH:3][CH:4]=1)(=[O:10])=[O:9])[CH3:13])[CH3:20]. The catalyst class is: 66. (2) Reactant: [N:1]1[C:9]2[CH2:8][CH2:7][NH:6][CH2:5][C:4]=2[S:3][C:2]=1[NH2:10].C(=O)([O-])[O-].[K+].[K+].[C:17](O[C:17]([O:19][C:20]([CH3:23])([CH3:22])[CH3:21])=[O:18])([O:19][C:20]([CH3:23])([CH3:22])[CH3:21])=[O:18]. Product: [C:20]([O:19][C:17]([N:6]1[CH2:7][CH2:8][C:9]2[N:1]=[C:2]([NH2:10])[S:3][C:4]=2[CH2:5]1)=[O:18])([CH3:23])([CH3:22])[CH3:21]. The catalyst class is: 127. (3) The catalyst class is: 254. Reactant: [CH2:1]([O:8][C:9]1[CH:25]=[C:24]([N+:26]([O-:28])=[O:27])[CH:23]=[CH:22][C:10]=1[C:11]([NH:13][C@@H:14]([C@H:19]([OH:21])[CH3:20])[C:15]([O:17]C)=[O:16])=[O:12])[C:2]1[CH:7]=[CH:6][CH:5]=[CH:4][CH:3]=1.[OH-].[Na+]. Product: [CH2:1]([O:8][C:9]1[CH:25]=[C:24]([N+:26]([O-:28])=[O:27])[CH:23]=[CH:22][C:10]=1[C:11]([NH:13][C@@H:14]([C@H:19]([OH:21])[CH3:20])[C:15]([OH:17])=[O:16])=[O:12])[C:2]1[CH:7]=[CH:6][CH:5]=[CH:4][CH:3]=1.